This data is from Reaction yield outcomes from USPTO patents with 853,638 reactions. The task is: Predict the reaction yield, written as a fraction of the theoretical maximum amount of product (1.0 means a 100% yield; for example, 0.34 means a 34% yield). (1) The reactants are Cl[C:2]1[N:7]=[C:6]([C:8]([OH:10])=[O:9])[CH:5]=[C:4]([CH:11]=[CH2:12])[N:3]=1.[F:13][C:14]1[CH:35]=[CH:34][C:17]([O:18][C:19]2[CH:24]=[CH:23][C:22](B3OC(C)(C)C(C)(C)O3)=[CH:21][CH:20]=2)=[CH:16][CH:15]=1.C([O-])([O-])=O.[Na+].[Na+]. The catalyst is Cl[Pd](Cl)([P](C1C=CC=CC=1)(C1C=CC=CC=1)C1C=CC=CC=1)[P](C1C=CC=CC=1)(C1C=CC=CC=1)C1C=CC=CC=1. The product is [F:13][C:14]1[CH:35]=[CH:34][C:17]([O:18][C:19]2[CH:24]=[CH:23][C:22]([C:2]3[N:7]=[C:6]([C:8]([OH:10])=[O:9])[CH:5]=[C:4]([CH:11]=[CH2:12])[N:3]=3)=[CH:21][CH:20]=2)=[CH:16][CH:15]=1. The yield is 0.820. (2) The reactants are [ClH:1].[F:2][C:3]([F:26])([F:25])[S:4]([NH:7][CH2:8][CH2:9][CH2:10][CH2:11][CH2:12][N:13]1[CH2:23][C:22]2[N:24]3[C:15](=[CH:16][N:17]=[C:18]3[CH:19]=[CH:20][CH:21]=2)[CH2:14]1)(=[O:6])=[O:5]. The catalyst is C(O)C. The product is [ClH:1].[ClH:1].[F:25][C:3]([F:2])([F:26])[S:4]([NH:7][CH2:8][CH2:9][CH2:10][CH2:11][CH2:12][N:13]1[CH2:23][C:22]2[N:24]3[C:15](=[CH:16][N:17]=[C:18]3[CH:19]=[CH:20][CH:21]=2)[CH2:14]1)(=[O:5])=[O:6]. The yield is 1.00. (3) The reactants are [S:1]([N:11]1[C:19]2[C:14](=[N:15][C:16]([NH:20][CH2:21][C:22]([NH2:24])=O)=[CH:17][N:18]=2)[CH:13]=[CH:12]1)([C:4]1[CH:10]=[CH:9][C:7]([CH3:8])=[CH:6][CH:5]=1)(=[O:3])=[O:2].O=P(Cl)(Cl)Cl. The yield is 0.430. The product is [S:1]([N:11]1[C:19]2[N:18]=[CH:17][C:16]3[N:15]([C:22]([NH2:24])=[CH:21][N:20]=3)[C:14]=2[CH:13]=[CH:12]1)([C:4]1[CH:10]=[CH:9][C:7]([CH3:8])=[CH:6][CH:5]=1)(=[O:3])=[O:2]. The catalyst is C(Cl)Cl.CO. (4) The reactants are [H-].[Na+].[Br:3][C:4]1[CH:5]=[C:6]([CH:12]=[C:13]([NH:15][C:16](=[O:21])[CH2:17][CH2:18][CH2:19]Cl)[CH:14]=1)[C:7]([O:9][CH2:10][CH3:11])=[O:8]. The catalyst is C1COCC1. The product is [Br:3][C:4]1[CH:5]=[C:6]([CH:12]=[C:13]([N:15]2[CH2:19][CH2:18][CH2:17][C:16]2=[O:21])[CH:14]=1)[C:7]([O:9][CH2:10][CH3:11])=[O:8]. The yield is 0.820.